From a dataset of Catalyst prediction with 721,799 reactions and 888 catalyst types from USPTO. Predict which catalyst facilitates the given reaction. (1) Reactant: [C:1]([O:5][C:6]([N:8]1[CH2:13][CH2:12][N:11]2[C:14]([Cl:28])=[C:15]([C:20]3[CH:25]=[CH:24][CH:23]=[C:22]([C:26]#[N:27])[CH:21]=3)[C:16]([C:17](O)=[O:18])=[C:10]2[CH2:9]1)=[O:7])([CH3:4])([CH3:3])[CH3:2].C([N:31]1[CH:35]=[CH:34][N:33]=[CH:32]1)([N:31]1[CH:35]=[CH:34][N:33]=[CH:32]1)=O. Product: [Cl:28][C:14]1[N:11]2[CH2:12][CH2:13][N:8]([C:6]([O:5][C:1]([CH3:3])([CH3:4])[CH3:2])=[O:7])[CH2:9][C:10]2=[C:16]([C:17]([N:31]2[CH:35]=[CH:34][N:33]=[CH:32]2)=[O:18])[C:15]=1[C:20]1[CH:25]=[CH:24][CH:23]=[C:22]([C:26]#[N:27])[CH:21]=1. The catalyst class is: 7. (2) Reactant: [OH:1][C:2]1[CH:3]=[C:4]([CH:8]=[CH:9][C:10]=1[O:11][CH3:12])[C:5]([OH:7])=[O:6].[CH3:13][C:14](OCC1C2C(=CC=CC=2)C(COC(C)=O)=C2C=1C=CC=C2)=[O:15]. Product: [C:14]([O:1][C:2]1[CH:3]=[C:4]([CH:8]=[CH:9][C:10]=1[O:11][CH3:12])[C:5]([OH:7])=[O:6])(=[O:15])[CH3:13]. The catalyst class is: 6. (3) Reactant: [OH:1][C:2]1[C:3]([CH2:12][C:13]([CH3:15])=[CH2:14])=[C:4]([CH:9]=[CH:10][CH:11]=1)[C:5](OC)=[O:6].[H-].[H-].[H-].[H-].[Li+].[Al+3]. Product: [OH:6][CH2:5][C:4]1[C:3]([CH2:12][C:13]([CH3:15])=[CH2:14])=[C:2]([OH:1])[CH:11]=[CH:10][CH:9]=1. The catalyst class is: 54. (4) Reactant: [C:1]([C:5]1[CH:6]=[C:7]([N:18]2[C:22](=[O:23])[CH:21]=[C:20]([C:24]3[C:33]4[C:28](=[CH:29][CH:30]=[CH:31][CH:32]=4)[C:27]([O:34][CH2:35][CH2:36][N:37]4[CH2:42][CH2:41][O:40][CH2:39][CH2:38]4)=[CH:26][CH:25]=3)[C:19]2=[O:43])[C:8]([O:16][CH3:17])=[C:9]([NH:11][S:12]([CH3:15])(=[O:14])=[O:13])[CH:10]=1)([CH3:4])([CH3:3])[CH3:2]. Product: [C:1]([C:5]1[CH:6]=[C:7]([N:18]2[C:22](=[O:23])[CH2:21][CH:20]([C:24]3[C:33]4[C:28](=[CH:29][CH:30]=[CH:31][CH:32]=4)[C:27]([O:34][CH2:35][CH2:36][N:37]4[CH2:38][CH2:39][O:40][CH2:41][CH2:42]4)=[CH:26][CH:25]=3)[C:19]2=[O:43])[C:8]([O:16][CH3:17])=[C:9]([NH:11][S:12]([CH3:15])(=[O:13])=[O:14])[CH:10]=1)([CH3:4])([CH3:2])[CH3:3]. The catalyst class is: 63. (5) Reactant: [NH2:1][C:2]1[CH:7]=[CH:6][C:5]([Br:8])=[CH:4][N:3]=1.[Cl:9]N1C(=O)CCC1=O.[OH-].[Na+]. Product: [Br:8][C:5]1[CH:6]=[C:7]([Cl:9])[C:2]([NH2:1])=[N:3][CH:4]=1. The catalyst class is: 215. (6) Reactant: [CH2:1]([C:3]1[N:7]2[N:8]=[C:9]([CH3:27])[C:10]([CH2:20][CH2:21][CH2:22][CH2:23][C:24]([OH:26])=[O:25])=[C:11]([C:12]3[CH:17]=[CH:16][N:15]=[C:14]([CH:18]=[CH2:19])[CH:13]=3)[C:6]2=[CH:5][CH:4]=1)[CH3:2].[H][H]. Product: [CH2:1]([C:3]1[N:7]2[N:8]=[C:9]([CH3:27])[C:10]([CH2:20][CH2:21][CH2:22][CH2:23][C:24]([OH:26])=[O:25])=[C:11]([C:12]3[CH:17]=[CH:16][N:15]=[C:14]([CH2:18][CH3:19])[CH:13]=3)[C:6]2=[CH:5][CH:4]=1)[CH3:2]. The catalyst class is: 19. (7) Reactant: O.[OH-].[Li+].[Si:4]([O:11][CH2:12][CH:13]([CH2:20][CH:21]=[CH2:22])/[CH:14]=[CH:15]/[C:16]([O:18]C)=[O:17])([C:7]([CH3:10])([CH3:9])[CH3:8])([CH3:6])[CH3:5]. Product: [Si:4]([O:11][CH2:12][CH:13]([CH2:20][CH:21]=[CH2:22])/[CH:14]=[CH:15]/[C:16]([OH:18])=[O:17])([C:7]([CH3:10])([CH3:9])[CH3:8])([CH3:5])[CH3:6]. The catalyst class is: 193. (8) The catalyst class is: 79. Reactant: [C:1]([O:5][C:6](=[O:26])[NH:7][C@:8]1([C:13]([NH:15][S:16]([C:19]2[CH:24]=[CH:23][CH:22]=[CH:21][C:20]=2[NH2:25])(=[O:18])=[O:17])=[O:14])[CH2:10][C@H:9]1[CH:11]=[CH2:12])([CH3:4])([CH3:3])[CH3:2].[C:27]([O:38][CH3:39])(=[O:37])[CH2:28][CH2:29][CH2:30][CH2:31][CH2:32][CH2:33][C:34]([O-])=[O:35].N1C2C=CC=CC=2N=N1.S(Cl)(Cl)=O.CCN(CC)CC. Product: [CH3:39][O:38][C:27](=[O:37])[CH2:28][CH2:29][CH2:30][CH2:31][CH2:32][CH2:33][C:34](=[O:35])[NH:25][C:20]1[CH:21]=[CH:22][CH:23]=[CH:24][C:19]=1[S:16](=[O:18])(=[O:17])[NH:15][C:13]([C@@:8]1([NH:7][C:6]([O:5][C:1]([CH3:2])([CH3:3])[CH3:4])=[O:26])[CH2:10][C@H:9]1[CH:11]=[CH2:12])=[O:14]. (9) Reactant: CCN(CC)CC.[NH2:8][CH2:9][CH:10]1[CH2:15][CH2:14][N:13]([C:16]([O:18][C:19]([CH3:22])([CH3:21])[CH3:20])=[O:17])[CH2:12][CH2:11]1.[NH2:23][C:24]1[C:32]([Br:33])=[CH:31][C:27]([C:28](O)=[O:29])=[C:26]([O:34][CH3:35])[CH:25]=1.C1C=CC2N(O)N=NC=2C=1.CCN=C=NCCCN(C)C.Cl.Cl. Product: [NH2:23][C:24]1[C:32]([Br:33])=[CH:31][C:27]([C:28]([NH:8][CH2:9][CH:10]2[CH2:15][CH2:14][N:13]([C:16]([O:18][C:19]([CH3:22])([CH3:21])[CH3:20])=[O:17])[CH2:12][CH2:11]2)=[O:29])=[C:26]([O:34][CH3:35])[CH:25]=1. The catalyst class is: 6.